Regression. Given a peptide amino acid sequence and an MHC pseudo amino acid sequence, predict their binding affinity value. This is MHC class II binding data. From a dataset of Peptide-MHC class II binding affinity with 134,281 pairs from IEDB. The peptide sequence is FNSLISIAQHLVSDR. The MHC is DRB5_0101 with pseudo-sequence DRB5_0101. The binding affinity (normalized) is 0.612.